This data is from Catalyst prediction with 721,799 reactions and 888 catalyst types from USPTO. The task is: Predict which catalyst facilitates the given reaction. (1) Reactant: [C:1]1([C:7]2[N:12]=[C:11]([C:13](=[N:15][OH:16])[NH2:14])[CH:10]=[C:9]([C:17]([F:20])([F:19])[F:18])[N:8]=2)[CH:6]=[CH:5][CH:4]=[CH:3][CH:2]=1.[C:21](N1C=CN=C1)(N1C=CN=C1)=[O:22].N12CCCN=C1CCCCC2.Cl. Product: [C:1]1([C:7]2[N:12]=[C:11]([C:13]3[NH:15][O:16][C:21](=[O:22])[N:14]=3)[CH:10]=[C:9]([C:17]([F:19])([F:20])[F:18])[N:8]=2)[CH:2]=[CH:3][CH:4]=[CH:5][CH:6]=1. The catalyst class is: 132. (2) Reactant: [CH3:1][C:2]1[N:10]=[C:9]([C:11]([F:14])([F:13])[F:12])[CH:8]=[CH:7][C:3]=1[C:4](Cl)=[O:5].[OH:15][C:16]1[C:17]([O:28][CH3:29])([C:24]([O:26][CH3:27])=[O:25])[CH2:18][CH:19]([CH3:23])[C:20](=[O:22])[CH:21]=1.C(N(CC)CC)C.[C-]#N.[K+]. Product: [OH:15][C:16]1[C:17]([O:28][CH3:29])([C:24]([O:26][CH3:27])=[O:25])[CH2:18][CH:19]([CH3:23])[C:20](=[O:22])[C:21]=1[C:4]([C:3]1[C:2]([CH3:1])=[N:10][C:9]([C:11]([F:14])([F:13])[F:12])=[CH:8][CH:7]=1)=[O:5]. The catalyst class is: 10. (3) Reactant: Br[C:2]1[CH:10]=[C:9]2[C:5]([C:6]([CH3:14])([CH3:13])[C:7](=[O:12])[N:8]2[CH3:11])=[CH:4][CH:3]=1.CS[C:17]1[N:22]=[CH:21][C:20](B(O)O)=[CH:19][N:18]=1.C([O-])([O-])=O.[Na+].[Na+]. Product: [CH3:11][N:8]1[C:9]2[C:5](=[CH:4][CH:3]=[C:2]([C:20]3[CH:19]=[N:18][C:17]([N:8]4[CH2:9][CH2:5][CH2:6][CH2:7]4)=[N:22][CH:21]=3)[CH:10]=2)[C:6]([CH3:14])([CH3:13])[C:7]1=[O:12]. The catalyst class is: 75. (4) Reactant: [CH3:1][O:2][C:3]1[CH:33]=[CH:32][C:6]([CH2:7][N:8]([CH2:23][C:24]2[CH:29]=[CH:28][C:27]([O:30][CH3:31])=[CH:26][CH:25]=2)[C:9]2[C:10]3[CH:18]=[N:17][CH:16]=[C:15]([C:19]([O:21]C)=[O:20])[C:11]=3[N:12]=[CH:13][N:14]=2)=[CH:5][CH:4]=1.O.[OH-].[Li+].C(O)(=O)C. The catalyst class is: 20. Product: [CH3:1][O:2][C:3]1[CH:4]=[CH:5][C:6]([CH2:7][N:8]([CH2:23][C:24]2[CH:25]=[CH:26][C:27]([O:30][CH3:31])=[CH:28][CH:29]=2)[C:9]2[C:10]3[CH:18]=[N:17][CH:16]=[C:15]([C:19]([OH:21])=[O:20])[C:11]=3[N:12]=[CH:13][N:14]=2)=[CH:32][CH:33]=1. (5) Reactant: [F:1][C:2]1[CH:3]=[C:4]([I:18])[CH:5]=[C:6]2[C:11]=1[NH:10][CH:9]=[C:8]([C:12]([O:14]CC)=[O:13])[C:7]2=[O:17].[OH-].[Na+].Cl. Product: [F:1][C:2]1[CH:3]=[C:4]([I:18])[CH:5]=[C:6]2[C:11]=1[NH:10][CH:9]=[C:8]([C:12]([OH:14])=[O:13])[C:7]2=[O:17]. The catalyst class is: 5. (6) Reactant: [CH3:1][O:2][C:3](=[O:30])[CH2:4][CH2:5][C@H:6]([C@@H:8]1[C@:25]2([CH3:26])[C:11]([C:12]3[CH2:13][CH2:14][C@@H:15]4[C@:20]([C:22]=3[CH2:23][CH2:24]2)([CH3:21])[CH2:19][CH2:18][C@H:17]([OH:27])[C:16]4([CH3:29])[CH3:28])=[CH:10][CH2:9]1)[CH3:7].N1C=CN=C1.[Si:36](Cl)([C:39]([CH3:42])([CH3:41])[CH3:40])([CH3:38])[CH3:37]. Product: [CH3:1][O:2][C:3](=[O:30])[CH2:4][CH2:5][C@H:6]([C@@H:8]1[C@:25]2([CH3:26])[C:11]([C:12]3[CH2:13][CH2:14][C@@H:15]4[C@:20]([C:22]=3[CH2:23][CH2:24]2)([CH3:21])[CH2:19][CH2:18][C@H:17]([O:27][Si:36]([C:39]([CH3:42])([CH3:41])[CH3:40])([CH3:38])[CH3:37])[C:16]4([CH3:29])[CH3:28])=[CH:10][CH2:9]1)[CH3:7]. The catalyst class is: 3. (7) Reactant: [OH:1][C@H:2]1[CH2:6][N:5]([C:7]([O:9][CH2:10][C:11]2[CH:16]=[CH:15][CH:14]=[CH:13][CH:12]=2)=[O:8])[C@@H:4]([C:17](OC)=[O:18])[CH2:3]1.[Li+].[Cl-].[BH4-].[Na+].Cl. Product: [OH:1][C@H:2]1[CH2:6][N:5]([C:7]([O:9][CH2:10][C:11]2[CH:12]=[CH:13][CH:14]=[CH:15][CH:16]=2)=[O:8])[C@@H:4]([CH2:17][OH:18])[CH2:3]1. The catalyst class is: 219. (8) The catalyst class is: 3. Reactant: [OH:1][C:2]1[CH2:7][C:6]([CH:15]([CH3:17])[CH3:16])([CH2:8][CH2:9][C:10]2[S:11][CH:12]=[CH:13][N:14]=2)[O:5][C:4](=[O:18])[CH:3]=1.[C:19]([C:23]1[CH:28]=[C:27]([CH2:29][OH:30])[C:26]([CH3:31])=[CH:25][C:24]=1[S:32]S(C1C=CC(C)=CC=1)(=O)=O)([CH3:22])([CH3:21])[CH3:20].C(=O)([O-])[O-].[K+].[K+]. Product: [C:19]([C:23]1[CH:28]=[C:27]([CH2:29][OH:30])[C:26]([CH3:31])=[CH:25][C:24]=1[S:32][C:3]1[C:4](=[O:18])[O:5][C:6]([CH:15]([CH3:16])[CH3:17])([CH2:8][CH2:9][C:10]2[S:11][CH:12]=[CH:13][N:14]=2)[CH2:7][C:2]=1[OH:1])([CH3:22])([CH3:21])[CH3:20]. (9) Reactant: [CH2:1]([O:8][C:9]1[C:10]([C:27]([O:29][CH3:30])=[O:28])=[N:11][NH:12][C:13]=1[C:14]([N:16]([CH2:18][C@H:19](O)[C:20]1[CH:25]=[CH:24][CH:23]=[CH:22][CH:21]=1)[CH3:17])=[O:15])[C:2]1[CH:7]=[CH:6][CH:5]=[CH:4][CH:3]=1.C1(P(C2C=CC=CC=2)C2C=CC=CC=2)C=CC=CC=1.N(C(OCC)=O)=NC(OCC)=O. Product: [CH2:1]([O:8][C:9]1[C:10]([C:27]([O:29][CH3:30])=[O:28])=[N:11][N:12]2[C@@H:19]([C:20]3[CH:25]=[CH:24][CH:23]=[CH:22][CH:21]=3)[CH2:18][N:16]([CH3:17])[C:14](=[O:15])[C:13]=12)[C:2]1[CH:7]=[CH:6][CH:5]=[CH:4][CH:3]=1. The catalyst class is: 1. (10) Reactant: [NH:1]1[CH:5]=[N:4][CH:3]=[N:2]1.C(=O)([O-])[O-].[K+].[K+].[C:12]([C:16]1([CH2:19][C:20]2[CH:25]=[CH:24][N:23]=[CH:22][C:21]=2[Cl:26])[CH2:18][O:17]1)([CH3:15])([CH3:14])[CH3:13]. Product: [Cl:26][C:21]1[CH:22]=[N:23][CH:24]=[CH:25][C:20]=1[CH2:19][C:16]([CH2:18][N:1]1[CH:5]=[N:4][CH:3]=[N:2]1)([OH:17])[C:12]([CH3:14])([CH3:13])[CH3:15]. The catalyst class is: 9.